From a dataset of Peptide-MHC class I binding affinity with 185,985 pairs from IEDB/IMGT. Regression. Given a peptide amino acid sequence and an MHC pseudo amino acid sequence, predict their binding affinity value. This is MHC class I binding data. (1) The peptide sequence is PYENVLYKL. The MHC is HLA-A29:02 with pseudo-sequence HLA-A29:02. The binding affinity (normalized) is 0. (2) The peptide sequence is QAELEAFLM. The MHC is Mamu-B1001 with pseudo-sequence Mamu-B1001. The binding affinity (normalized) is 0.407. (3) The peptide sequence is LRLIHLLH. The MHC is Mamu-B08 with pseudo-sequence Mamu-B08. The binding affinity (normalized) is 0.172. (4) The peptide sequence is RATQPAAEF. The MHC is HLA-C05:01 with pseudo-sequence HLA-C05:01. The binding affinity (normalized) is 0.310.